From a dataset of Full USPTO retrosynthesis dataset with 1.9M reactions from patents (1976-2016). Predict the reactants needed to synthesize the given product. (1) Given the product [Cl:1][C:2]1[CH:10]=[C:9]2[C:5]([C:6]([CH2:22][C:21]3[CH:24]=[CH:25][CH:26]=[C:19]([Cl:18])[CH:20]=3)([CH:12]3[CH2:17][CH2:16][CH2:15][CH2:14][CH2:13]3)[C:7](=[O:11])[NH:8]2)=[CH:4][CH:3]=1, predict the reactants needed to synthesize it. The reactants are: [Cl:1][C:2]1[CH:10]=[C:9]2[C:5]([CH:6]([CH:12]3[CH2:17][CH2:16][CH2:15][CH2:14][CH2:13]3)[C:7](=[O:11])[NH:8]2)=[CH:4][CH:3]=1.[Cl:18][C:19]1[CH:20]=[C:21]([CH:24]=[CH:25][CH:26]=1)[CH2:22]Br.[I-].[K+].C(=O)([O-])[O-].[K+].[K+]. (2) Given the product [ClH:20].[NH2:12][CH2:11][C:4]1[C:5](=[O:10])[NH:6][C:7]([CH3:9])=[CH:8][C:3]=1[CH2:1][CH3:2], predict the reactants needed to synthesize it. The reactants are: [CH2:1]([C:3]1[CH:8]=[C:7]([CH3:9])[NH:6][C:5](=[O:10])[C:4]=1[CH2:11][NH:12]C(=O)OC(C)(C)C)[CH3:2].[ClH:20]. (3) Given the product [C:12]([NH:1][C:2]([NH2:4])=[S:3])([O:11][C:8]([CH3:10])([CH3:9])[CH3:7])=[O:13], predict the reactants needed to synthesize it. The reactants are: [NH2:1][C:2]([NH2:4])=[S:3].[H-].[Na+].[CH3:7][C:8]([O:11][C:12](O[C:12]([O:11][C:8]([CH3:10])([CH3:9])[CH3:7])=[O:13])=[O:13])([CH3:10])[CH3:9].ClCCl. (4) Given the product [CH2:17]([O:19][C:20](=[O:21])[CH2:15][C:14](=[O:16])[C:9]1[CH:10]=[CH:11][CH:12]=[CH:13][C:8]=1[O:7][CH2:6][CH:2]1[CH2:3][CH2:4][CH2:5][O:1]1)[CH3:18], predict the reactants needed to synthesize it. The reactants are: [O:1]1[CH2:5][CH2:4][CH2:3][CH:2]1[CH2:6][O:7][C:8]1[CH:13]=[CH:12][CH:11]=[CH:10][C:9]=1[C:14](=[O:16])[CH3:15].[CH2:17]([O:19][C:20](=O)[O:21]CC)[CH3:18].[H-].[Na+].CC(O)=O. (5) Given the product [F:21][C:22]1[CH:27]=[CH:26][CH:25]=[CH:24][C:23]=1[O:28][C:2]1[CH:3]=[N:4][C:5]([N:8]2[CH2:13][CH2:12][N:11]([C:14]([O:16][C:17]([CH3:20])([CH3:19])[CH3:18])=[O:15])[CH2:10][CH2:9]2)=[N:6][CH:7]=1, predict the reactants needed to synthesize it. The reactants are: Br[C:2]1[CH:3]=[N:4][C:5]([N:8]2[CH2:13][CH2:12][N:11]([C:14]([O:16][C:17]([CH3:20])([CH3:19])[CH3:18])=[O:15])[CH2:10][CH2:9]2)=[N:6][CH:7]=1.[F:21][C:22]1[CH:27]=[CH:26][CH:25]=[CH:24][C:23]=1[OH:28].C(=O)([O-])[O-].[Cs+].[Cs+].